This data is from Reaction yield outcomes from USPTO patents with 853,638 reactions. The task is: Predict the reaction yield, written as a fraction of the theoretical maximum amount of product (1.0 means a 100% yield; for example, 0.34 means a 34% yield). The reactants are C(OC(=O)[CH2:5][NH:6][S:7](C1C=CC(OCC#CC)=CC=1)(=[O:9])=[O:8])C.C(=O)([O-])[O-].[K+].[K+].Cl.[N:29]1[CH:34]=[CH:33][CH:32]=[C:31](CCl)[CH:30]=1. The catalyst is CN(C=O)C.CCOCC.O. The product is [N:29]1[CH:30]=[CH:31][CH:32]=[CH:33][C:34]=1[CH2:5][NH:6][SH:7](=[O:9])=[O:8]. The yield is 0.860.